This data is from Forward reaction prediction with 1.9M reactions from USPTO patents (1976-2016). The task is: Predict the product of the given reaction. (1) Given the reactants [ClH:1].FC1C=C2C(=CC=1)NC=C2[C@H:12]([C:18]1[CH:23]=[CH:22][CH:21]=[C:20]([F:24])[CH:19]=1)[C@@H:13]([OH:17])[CH2:14][NH:15][CH3:16].[F:25][C:26]1[CH:27]=[C:28]2[C:32](=[CH:33][CH:34]=1)N([C@@H](C1C=CC=CC=1)[C@H](O)COS(C1C=CC(C)=CC=1)(=O)=O)C=[CH:29]2.[CH3:56][NH2:57], predict the reaction product. The product is: [ClH:1].[F:25][C:26]1[CH:27]=[C:28]2[C:32](=[CH:33][CH:34]=1)[N:57]([C@@H:12]([C:18]1[CH:23]=[CH:22][CH:21]=[C:20]([F:24])[CH:19]=1)[C@H:13]([OH:17])[CH2:14][NH:15][CH3:16])[CH:56]=[CH:29]2. (2) Given the reactants [H-].[Na+].O[C:4]1([CH3:14])[CH:13]=[CH:12][C:11]2[C:6](=[CH:7][CH:8]=[CH:9][CH:10]=2)[NH:5]1.[Cl:15][C:16]1[CH:21]=[C:20](Cl)[N:19]=[CH:18][N:17]=1.[OH2:23], predict the reaction product. The product is: [Cl:15][C:16]1[N:17]=[CH:18][N:19]=[C:20]([O:23][C:12]2[C:11]3[C:6](=[CH:7][CH:8]=[CH:9][CH:10]=3)[N:5]=[C:4]([CH3:14])[CH:13]=2)[CH:21]=1.